This data is from Peptide-MHC class II binding affinity with 134,281 pairs from IEDB. The task is: Regression. Given a peptide amino acid sequence and an MHC pseudo amino acid sequence, predict their binding affinity value. This is MHC class II binding data. The peptide sequence is IAFFRKEPLKECGGI. The MHC is DRB1_1001 with pseudo-sequence DRB1_1001. The binding affinity (normalized) is 0.492.